This data is from Catalyst prediction with 721,799 reactions and 888 catalyst types from USPTO. The task is: Predict which catalyst facilitates the given reaction. Reactant: [CH2:1]([O:8][CH2:9][CH:10]([OH:25])[CH2:11][N:12]1[C:16]([C:17]2[CH:22]=[CH:21][C:20]([F:23])=[CH:19][CH:18]=2)=[CH:15][C:14]([CH3:24])=[N:13]1)[C:2]1[CH:7]=[CH:6][CH:5]=[CH:4][CH:3]=1.[Br:26]N1C(=O)CCC1=O. Product: [CH2:1]([O:8][CH2:9][CH:10]([OH:25])[CH2:11][N:12]1[C:16]([C:17]2[CH:22]=[CH:21][C:20]([F:23])=[CH:19][CH:18]=2)=[C:15]([Br:26])[C:14]([CH3:24])=[N:13]1)[C:2]1[CH:7]=[CH:6][CH:5]=[CH:4][CH:3]=1. The catalyst class is: 10.